This data is from Forward reaction prediction with 1.9M reactions from USPTO patents (1976-2016). The task is: Predict the product of the given reaction. (1) Given the reactants [O:1]=[C:2]1[C@@:6]2([CH2:11][CH2:10][CH2:9][N:8](C(OCC3C=CC=CC=3)=O)[CH2:7]2)[CH2:5][CH2:4][N:3]1[C@H:22]1[CH2:27][CH2:26][C@H:25]([O:28][Si:29]([CH2:34][CH3:35])([CH2:32][CH3:33])[CH2:30][CH3:31])[CH2:24][CH2:23]1.CO, predict the reaction product. The product is: [CH2:32]([Si:29]([CH2:30][CH3:31])([CH2:34][CH3:35])[O:28][C@H:25]1[CH2:26][CH2:27][C@H:22]([N:3]2[CH2:4][CH2:5][C@:6]3([CH2:11][CH2:10][CH2:9][NH:8][CH2:7]3)[C:2]2=[O:1])[CH2:23][CH2:24]1)[CH3:33]. (2) Given the reactants [CH:1]1([PH:7][CH:8]2[CH2:13][CH2:12][CH2:11][CH2:10][CH2:9]2)[CH2:6][CH2:5][CH2:4][CH2:3][CH2:2]1.[C:14]1(=[O:20])[CH2:19][CH2:18][CH2:17][CH:16]=[CH:15]1, predict the reaction product. The product is: [CH:8]1([P:7]([CH:1]2[CH2:2][CH2:3][CH2:4][CH2:5][CH2:6]2)[CH:16]2[CH2:17][CH2:18][CH2:19][C:14](=[O:20])[CH2:15]2)[CH2:9][CH2:10][CH2:11][CH2:12][CH2:13]1.